This data is from Forward reaction prediction with 1.9M reactions from USPTO patents (1976-2016). The task is: Predict the product of the given reaction. (1) Given the reactants [NH2:1][NH2:2].[C:3]([O-])([O-])=O.[K+].[K+].[C:9]([O:12][CH2:13][CH3:14])(=O)C.C(O[C:19](=[O:21])[CH3:20])(=O)C.[C:22]1([CH3:28])[CH:27]=[CH:26][CH:25]=[CH:24][CH:23]=1, predict the reaction product. The product is: [CH3:9][O:12][C:13]1[CH:14]=[CH:3][CH:28]=[C:22]2[C:27]=1[CH:26]=[CH:25][C:24]([NH:1][NH:2][C:19](=[O:21])[CH3:20])=[CH:23]2. (2) Given the reactants [F:1][C:2]1([F:12])[O:6][C:5]2[CH:7]=[CH:8][C:9]([NH2:11])=[CH:10][C:4]=2[O:3]1.C[Al](C)C.[N:17]1[CH:22]=[CH:21][C:20]([CH2:23][NH:24][C:25]2[CH:34]=[CH:33][CH:32]=[CH:31][C:26]=2[C:27](OC)=[O:28])=[CH:19][CH:18]=1.C([O-])(O)=O.[Na+], predict the reaction product. The product is: [F:12][C:2]1([F:1])[O:6][C:5]2[CH:7]=[CH:8][C:9]([NH:11][C:27](=[O:28])[C:26]3[CH:31]=[CH:32][CH:33]=[CH:34][C:25]=3[NH:24][CH2:23][C:20]3[CH:19]=[CH:18][N:17]=[CH:22][CH:21]=3)=[CH:10][C:4]=2[O:3]1.